Predict the reaction yield, written as a fraction of the theoretical maximum amount of product (1.0 means a 100% yield; for example, 0.34 means a 34% yield). From a dataset of Reaction yield outcomes from USPTO patents with 853,638 reactions. (1) The reactants are [F:1][C:2]1[CH:22]=[CH:21][C:5]([CH2:6][C:7]2[C:16]3[C:11](=[CH:12][CH:13]=[CH:14][C:15]=3[N+:17]([O-])=O)[C:10](=[O:20])[NH:9][N:8]=2)=[CH:4][C:3]=1[C:23]([N:25]1[CH2:30][CH2:29][CH:28]([O:31][CH3:32])[CH2:27][CH2:26]1)=[O:24]. The catalyst is [Pd].C(O)C. The product is [NH2:17][C:15]1[CH:14]=[CH:13][CH:12]=[C:11]2[C:16]=1[C:7]([CH2:6][C:5]1[CH:21]=[CH:22][C:2]([F:1])=[C:3]([C:23]([N:25]3[CH2:30][CH2:29][CH:28]([O:31][CH3:32])[CH2:27][CH2:26]3)=[O:24])[CH:4]=1)=[N:8][NH:9][C:10]2=[O:20]. The yield is 0.295. (2) The reactants are Cl[C:2]1[N:3]([CH3:15])[C:4](=[O:14])[C:5]2[C:10]([CH:11]=1)=[CH:9][CH:8]=[C:7]([O:12][CH3:13])[CH:6]=2.[C:16]([C:19]1[CH:24]=[CH:23][C:22](B(O)O)=[CH:21][CH:20]=1)([OH:18])=[O:17].CCOC(C)=O. The catalyst is C1C=CC(P(C2C=CC=CC=2)[C-]2C=CC=C2)=CC=1.C1C=CC(P(C2C=CC=CC=2)[C-]2C=CC=C2)=CC=1.Cl[Pd]Cl.[Fe+2].COCCOCCO.O. The product is [CH3:13][O:12][C:7]1[CH:6]=[C:5]2[C:10]([CH:11]=[C:2]([C:22]3[CH:23]=[CH:24][C:19]([C:16]([OH:18])=[O:17])=[CH:20][CH:21]=3)[N:3]([CH3:15])[C:4]2=[O:14])=[CH:9][CH:8]=1. The yield is 0.960. (3) The catalyst is CN(C=O)C. The reactants are [F:1][C:2]1([F:19])[CH2:5][N:4]([C:6]2[CH:7]=[C:8]3[N:17]([CH3:18])[CH:16]=[CH:15][C:9]3=[N:10][C:11]=2[CH:12]([NH2:14])[CH3:13])[CH2:3]1.[Cl:20][C:21]1[C:22]([NH2:29])=[N:23][C:24]([NH2:28])=[N:25][C:26]=1Cl.CCN(CC)CC. The product is [Cl:20][C:21]1[C:26]([NH:14][CH:12]([C:11]2[N:10]=[C:9]3[CH:15]=[CH:16][N:17]([CH3:18])[C:8]3=[CH:7][C:6]=2[N:4]2[CH2:5][C:2]([F:1])([F:19])[CH2:3]2)[CH3:13])=[N:25][C:24]([NH2:28])=[N:23][C:22]=1[NH2:29]. The yield is 0.0500. (4) No catalyst specified. The product is [CH2:36]([C@H:43]1[CH2:47][O:46][C:45]([CH3:49])([CH3:48])[N:44]1[C:50](=[O:70])[CH:51]([C:53]1[O:57][C:56]([C:58]2[CH:59]=[CH:60][C:61]([C:64]3[CH:65]=[CH:66][CH:67]=[CH:68][CH:69]=3)=[CH:62][CH:63]=2)=[CH:55][CH:54]=1)[OH:52])[C:37]1[CH:42]=[CH:41][CH:40]=[CH:39][CH:38]=1. The yield is 1.00. The reactants are C([C@H]1COC(C)(C)N1C(=O)C(C1C=CN(C2C=CC(C3C=CC=CC=3)=CC=2)C=1)O)C1C=CC=CC=1.[CH2:36]([C@H:43]1[CH2:47][O:46][C:45]([CH3:49])([CH3:48])[N:44]1[C:50](=[O:70])[C:51]([C:53]1[O:57][C:56]([C:58]2[CH:63]=[CH:62][C:61]([C:64]3[CH:69]=[CH:68][CH:67]=[CH:66][CH:65]=3)=[CH:60][CH:59]=2)=[CH:55][CH:54]=1)=[O:52])[C:37]1[CH:42]=[CH:41][CH:40]=[CH:39][CH:38]=1.[BH4-].[Na+]. (5) The reactants are [CH3:1][S:2][C:3]1[N:4]=[N:5][C:6]([C:9]2[CH:14]=[CH:13][CH:12]=[CH:11][CH:10]=2)=[CH:7][N:8]=1.ClC1C=C(C=CC=1)C(OO)=[O:20].O.S([O-])([O-])(=O)=S.[Na+].[Na+]. The product is [CH3:1][S:2]([C:3]1[N:4]=[N:5][C:6]([C:9]2[CH:10]=[CH:11][CH:12]=[CH:13][CH:14]=2)=[CH:7][N:8]=1)=[O:20]. The yield is 0.942. The catalyst is C(Cl)Cl. (6) The product is [F:24][C:25]1[CH:30]=[CH:29][C:28]([C:31]([F:34])([F:33])[F:32])=[CH:27][C:26]=1[NH:35][C:36]([NH:1][C:2]1[C:11]2[C:6](=[CH:7][CH:8]=[CH:9][CH:10]=2)[C:5]([O:12][C:13]2[C:22]3[NH:21][C:20](=[O:23])[CH:19]=[N:18][C:17]=3[N:16]=[CH:15][CH:14]=2)=[CH:4][CH:3]=1)=[O:37]. The reactants are [NH2:1][C:2]1[C:11]2[C:6](=[CH:7][CH:8]=[CH:9][CH:10]=2)[C:5]([O:12][C:13]2[C:22]3[NH:21][C:20](=[O:23])[CH:19]=[N:18][C:17]=3[N:16]=[CH:15][CH:14]=2)=[CH:4][CH:3]=1.[F:24][C:25]1[CH:30]=[CH:29][C:28]([C:31]([F:34])([F:33])[F:32])=[CH:27][C:26]=1[N:35]=[C:36]=[O:37]. No catalyst specified. The yield is 0.980.